From a dataset of Full USPTO retrosynthesis dataset with 1.9M reactions from patents (1976-2016). Predict the reactants needed to synthesize the given product. (1) Given the product [CH3:4][C:2]([S:5]([NH:7][C@H:8]([C:9]1[CH:10]=[CH:11][C:12]([O:15][C:16]2[CH:17]=[N:18][CH:19]=[N:20][CH:21]=2)=[CH:13][CH:14]=1)[CH3:22])=[O:6])([CH3:1])[CH3:3], predict the reactants needed to synthesize it. The reactants are: [CH3:1][C:2]([S@:5](/[N:7]=[CH:8]/[C:9]1[CH:14]=[CH:13][C:12]([O:15][C:16]2[CH:17]=[N:18][CH:19]=[N:20][CH:21]=2)=[CH:11][CH:10]=1)=[O:6])([CH3:4])[CH3:3].[CH3:22][Mg]Br. (2) Given the product [CH2:22]([CH:15]1[CH2:16][NH:1][C:4]2[C:5](=[CH:6][CH:7]=[C:8]([C:10]([F:13])([F:12])[F:11])[CH:9]=2)[NH:14]1)[CH3:23], predict the reactants needed to synthesize it. The reactants are: [N+:1]([C:4]1[CH:9]=[C:8]([C:10]([F:13])([F:12])[F:11])[CH:7]=[CH:6][C:5]=1[NH:14][CH:15]([CH2:22][CH3:23])[CH2:16]OS(C)(=O)=O)([O-])=O.C([O-])([O-])=O.[K+].[K+]. (3) Given the product [C:12]([O:16][C:17]([N:19]1[CH2:23][CH2:22][C@H:21]([O:1][C:2]2[CH:3]=[CH:4][C:5]([C:6]([O:8][CH3:9])=[O:7])=[CH:10][CH:11]=2)[CH2:20]1)=[O:18])([CH3:15])([CH3:13])[CH3:14], predict the reactants needed to synthesize it. The reactants are: [OH:1][C:2]1[CH:11]=[CH:10][C:5]([C:6]([O:8][CH3:9])=[O:7])=[CH:4][CH:3]=1.[C:12]([O:16][C:17]([N:19]1[CH2:23][CH2:22][C@@H:21](O)[CH2:20]1)=[O:18])([CH3:15])([CH3:14])[CH3:13].C1(P(C2C=CC=CC=2)C2C=CC=CC=2)C=CC=CC=1.CCOC(/N=N/C(OCC)=O)=O.C(=O)([O-])[O-].[K+].[K+]. (4) Given the product [NH3:5].[OH:28][CH2:27][CH2:26][CH2:25][N:5]1[CH2:6][CH:7]2[CH:3]([C:2]2([C:8]2[CH:9]=[C:10]([NH:14][S:15]([CH3:18])(=[O:17])=[O:16])[CH:11]=[CH:12][CH:13]=2)[CH3:1])[CH2:4]1, predict the reactants needed to synthesize it. The reactants are: [CH3:1][C:2]1([C:8]2[CH:9]=[C:10]([NH:14][S:15]([CH3:18])(=[O:17])=[O:16])[CH:11]=[CH:12][CH:13]=2)[CH:7]2[CH:3]1[CH2:4][NH:5][CH2:6]2.C(=O)([O-])O.[Na+].Br[CH2:25][CH2:26][CH2:27][OH:28].C(OCC)C. (5) Given the product [Si:1]([O:18][C@@H:19]1[CH2:20][C:21]2[C@@:22]([CH3:41])([CH:23]3[CH:31]([CH2:32][CH:33]=2)[CH:30]2[C@@:26]([CH3:40])([C@@H:27]([C:36]4[CH2:37][O:38][C:69](=[O:70])[CH:68]=4)[CH2:28][CH2:29]2)[CH2:25][CH2:24]3)[CH2:34][CH2:35]1)([C:14]([CH3:15])([CH3:16])[CH3:17])([C:8]1[CH:13]=[CH:12][CH:11]=[CH:10][CH:9]=1)[C:2]1[CH:7]=[CH:6][CH:5]=[CH:4][CH:3]=1, predict the reactants needed to synthesize it. The reactants are: [Si:1]([O:18][C@@H:19]1[CH2:35][C:34]2[C@@:22]([CH3:41])([CH:23]3[CH:31]([CH2:32][CH:33]=2)[CH:30]2[C@@:26]([CH3:40])([C@@H:27]([C:36](=O)[CH2:37][OH:38])[CH2:28][CH2:29]2)[CH2:25][CH2:24]3)[CH2:21][CH2:20]1)([C:14]([CH3:17])([CH3:16])[CH3:15])([C:8]1[CH:13]=[CH:12][CH:11]=[CH:10][CH:9]=1)[C:2]1[CH:7]=[CH:6][CH:5]=[CH:4][CH:3]=1.C(N(CC)CC)C.C1(P(=[C:68]=[C:69]=[O:70])(C2C=CC=CC=2)C2C=CC=CC=2)C=CC=CC=1. (6) Given the product [F:1][C@:2]1([CH3:18])[C@H:6]([OH:7])[C:5](=[CH2:8])[O:4][C@H:3]1[N:10]1[CH:15]=[CH:14][C:13](=[O:16])[NH:12][C:11]1=[O:17], predict the reactants needed to synthesize it. The reactants are: [F:1][C@:2]1([CH3:18])[C@H:6]([OH:7])[C@@H:5]([CH2:8]I)[O:4][C@H:3]1[N:10]1[CH:15]=[CH:14][C:13](=[O:16])[NH:12][C:11]1=[O:17].C[O-].[Na+]. (7) Given the product [CH3:1][S:2]([O:23][CH:21]1[CH2:22][N:19]([CH:6]([C:13]2[CH:18]=[CH:17][CH:16]=[CH:15][CH:14]=2)[C:7]2[CH:8]=[CH:9][CH:10]=[CH:11][CH:12]=2)[CH2:20]1)(=[O:4])=[O:3], predict the reactants needed to synthesize it. The reactants are: [CH3:1][S:2](Cl)(=[O:4])=[O:3].[CH:6]([N:19]1[CH2:22][CH:21]([OH:23])[CH2:20]1)([C:13]1[CH:18]=[CH:17][CH:16]=[CH:15][CH:14]=1)[C:7]1[CH:12]=[CH:11][CH:10]=[CH:9][CH:8]=1.